Dataset: NCI-60 drug combinations with 297,098 pairs across 59 cell lines. Task: Regression. Given two drug SMILES strings and cell line genomic features, predict the synergy score measuring deviation from expected non-interaction effect. (1) Drug 1: CCC1=C2CN3C(=CC4=C(C3=O)COC(=O)C4(CC)O)C2=NC5=C1C=C(C=C5)O. Drug 2: C1=NNC2=C1C(=O)NC=N2. Cell line: IGROV1. Synergy scores: CSS=7.52, Synergy_ZIP=-3.23, Synergy_Bliss=2.69, Synergy_Loewe=-8.98, Synergy_HSA=0.615. (2) Drug 1: CC1=CC2C(CCC3(C2CCC3(C(=O)C)OC(=O)C)C)C4(C1=CC(=O)CC4)C. Drug 2: CC1CCC2CC(C(=CC=CC=CC(CC(C(=O)C(C(C(=CC(C(=O)CC(OC(=O)C3CCCCN3C(=O)C(=O)C1(O2)O)C(C)CC4CCC(C(C4)OC)O)C)C)O)OC)C)C)C)OC. Cell line: NCI/ADR-RES. Synergy scores: CSS=-0.260, Synergy_ZIP=-1.66, Synergy_Bliss=-6.21, Synergy_Loewe=-9.44, Synergy_HSA=-6.22. (3) Drug 1: CC(CN1CC(=O)NC(=O)C1)N2CC(=O)NC(=O)C2. Drug 2: CN1C2=C(C=C(C=C2)N(CCCl)CCCl)N=C1CCCC(=O)O.Cl. Cell line: MALME-3M. Synergy scores: CSS=16.5, Synergy_ZIP=-2.56, Synergy_Bliss=3.28, Synergy_Loewe=2.77, Synergy_HSA=3.37. (4) Drug 1: C1CCC(C1)C(CC#N)N2C=C(C=N2)C3=C4C=CNC4=NC=N3. Drug 2: CCC(=C(C1=CC=CC=C1)C2=CC=C(C=C2)OCCN(C)C)C3=CC=CC=C3.C(C(=O)O)C(CC(=O)O)(C(=O)O)O. Cell line: NCI/ADR-RES. Synergy scores: CSS=-1.36, Synergy_ZIP=0.304, Synergy_Bliss=1.53, Synergy_Loewe=-0.193, Synergy_HSA=-0.444. (5) Drug 1: C1=NC2=C(N=C(N=C2N1C3C(C(C(O3)CO)O)O)F)N. Drug 2: CCCCCOC(=O)NC1=NC(=O)N(C=C1F)C2C(C(C(O2)C)O)O. Cell line: ACHN. Synergy scores: CSS=14.3, Synergy_ZIP=-2.05, Synergy_Bliss=4.99, Synergy_Loewe=-6.23, Synergy_HSA=0.136. (6) Drug 1: C1=NC(=NC(=O)N1C2C(C(C(O2)CO)O)O)N. Drug 2: C1CN(CCN1C(=O)CCBr)C(=O)CCBr. Cell line: OVCAR-8. Synergy scores: CSS=45.5, Synergy_ZIP=-7.63, Synergy_Bliss=0.262, Synergy_Loewe=4.73, Synergy_HSA=6.55. (7) Drug 1: CC1CCC2CC(C(=CC=CC=CC(CC(C(=O)C(C(C(=CC(C(=O)CC(OC(=O)C3CCCCN3C(=O)C(=O)C1(O2)O)C(C)CC4CCC(C(C4)OC)OCCO)C)C)O)OC)C)C)C)OC. Drug 2: CCC1(CC2CC(C3=C(CCN(C2)C1)C4=CC=CC=C4N3)(C5=C(C=C6C(=C5)C78CCN9C7C(C=CC9)(C(C(C8N6C)(C(=O)OC)O)OC(=O)C)CC)OC)C(=O)OC)O.OS(=O)(=O)O. Cell line: OVCAR-4. Synergy scores: CSS=5.76, Synergy_ZIP=0.795, Synergy_Bliss=2.65, Synergy_Loewe=3.32, Synergy_HSA=2.80.